From a dataset of Peptide-MHC class I binding affinity with 185,985 pairs from IEDB/IMGT. Regression. Given a peptide amino acid sequence and an MHC pseudo amino acid sequence, predict their binding affinity value. This is MHC class I binding data. (1) The peptide sequence is MTDKICWLY. The MHC is HLA-A30:01 with pseudo-sequence HLA-A30:01. The binding affinity (normalized) is 0.0847. (2) The peptide sequence is ILAALFMYY. The MHC is HLA-A11:01 with pseudo-sequence HLA-A11:01. The binding affinity (normalized) is 0.916. (3) The peptide sequence is YLSSWTPVV. The MHC is HLA-C08:02 with pseudo-sequence HLA-C08:02. The binding affinity (normalized) is 0.602. (4) The peptide sequence is QSKNSKFK. The MHC is Mamu-B03 with pseudo-sequence Mamu-B03. The binding affinity (normalized) is 0.